Dataset: Peptide-MHC class II binding affinity with 134,281 pairs from IEDB. Task: Regression. Given a peptide amino acid sequence and an MHC pseudo amino acid sequence, predict their binding affinity value. This is MHC class II binding data. (1) The peptide sequence is GDSYYYSEPTSENNA. The MHC is DRB1_0801 with pseudo-sequence DRB1_0801. The binding affinity (normalized) is 0.311. (2) The MHC is DRB1_0301 with pseudo-sequence DRB1_0301. The peptide sequence is MVLAGWLFHVRGARR. The binding affinity (normalized) is 0.558. (3) The peptide sequence is EKDSPFKLSSSEPHC. The MHC is DRB4_0101 with pseudo-sequence DRB4_0103. The binding affinity (normalized) is 0.263. (4) The peptide sequence is EWKYFAATQFEPLAA. The MHC is HLA-DPA10103-DPB10401 with pseudo-sequence HLA-DPA10103-DPB10401. The binding affinity (normalized) is 0.877. (5) The peptide sequence is QMRSMPFLRKTRWTF. The MHC is DRB1_1301 with pseudo-sequence DRB1_1301. The binding affinity (normalized) is 0.936. (6) The peptide sequence is EKKYFAATAFEPLAA. The MHC is HLA-DPA10201-DPB10101 with pseudo-sequence HLA-DPA10201-DPB10101. The binding affinity (normalized) is 0.973.